From a dataset of Forward reaction prediction with 1.9M reactions from USPTO patents (1976-2016). Predict the product of the given reaction. Given the reactants [CH3:1][N:2]1[CH2:7][CH2:6][N:5]([C:8]([O:10][C@@H:11]2[N:20]([C:21]3[CH:22]=[CH:23][C:24]([Cl:27])=[CH:25][N:26]=3)[C:18](=[O:19])[C:13]3[N:14]=[CH:15][CH:16]=[N:17][C:12]2=3)=[O:9])[CH2:4][CH2:3]1.[C:28]([OH:37])(=[O:36])[C@@H:29]([C@H:31]([C:33]([OH:35])=[O:34])[OH:32])[OH:30].CN1CCN(C(OC2N(C3C=CC(Cl)=CN=3)C(=O)C3N=CC=NC2=3)=O)CC1.C([C@@H]([C@H](C([O-])=O)O)O)([O-])=O, predict the reaction product. The product is: [CH3:1][N:2]1[CH2:7][CH2:6][N:5]([C:8]([O:10][C@@H:11]2[N:20]([C:21]3[CH:22]=[CH:23][C:24]([Cl:27])=[CH:25][N:26]=3)[C:18](=[O:19])[C:13]3[N:14]=[CH:15][CH:16]=[N:17][C:12]2=3)=[O:9])[CH2:4][CH2:3]1.[C:33]([C@@H:31]([C@H:29]([C:28]([O-:37])=[O:36])[OH:30])[OH:32])([O-:35])=[O:34].